Dataset: Full USPTO retrosynthesis dataset with 1.9M reactions from patents (1976-2016). Task: Predict the reactants needed to synthesize the given product. (1) Given the product [CH:16]1([CH2:15][O:14][C:7]2[CH:8]=[C:9]3[C:4](=[CH:5][CH:6]=2)[N:3]=[C:2]([NH:19][CH2:20][CH2:21][NH:22][C:23](=[O:25])[CH3:24])[C:11]([CH:12]=[O:13])=[CH:10]3)[CH2:18][CH2:17]1, predict the reactants needed to synthesize it. The reactants are: Cl[C:2]1[C:11]([CH:12]=[O:13])=[CH:10][C:9]2[C:4](=[CH:5][CH:6]=[C:7]([O:14][CH2:15][CH:16]3[CH2:18][CH2:17]3)[CH:8]=2)[N:3]=1.[NH2:19][CH2:20][CH2:21][NH:22][C:23](=[O:25])[CH3:24]. (2) Given the product [CH3:5][C@@:2]1([CH2:1][O:34][S:33]([C:29]2[CH:30]=[CH:31][CH:32]=[C:27]([N+:24]([O-:26])=[O:25])[CH:28]=2)(=[O:35])=[O:6])[CH2:3][O:4]1, predict the reactants needed to synthesize it. The reactants are: [CH3:1][C:2](=[CH2:5])[CH2:3][OH:4].[O-:6]O.C1(C(C)C)C=CC=CC=1.P(OC)(OC)OC.[N+:24]([C:27]1[CH:28]=[C:29]([S:33](Cl)(=[O:35])=[O:34])[CH:30]=[CH:31][CH:32]=1)([O-:26])=[O:25]. (3) Given the product [CH2:1]([C:3]1[CH:7]=[C:6]([C:8]([NH:23][C:24]2[CH:25]=[C:26]([O:27][C:28]3[CH:29]=[CH:30][C:31]4[N:32]([CH:34]=[C:35]([NH:37][C:38]([CH:40]5[CH2:42][CH:41]5[CH3:43])=[O:39])[N:36]=4)[N:33]=3)[CH:44]=[CH:45][C:46]=2[F:47])=[O:10])[N:5]([CH3:11])[N:4]=1)[CH3:2], predict the reactants needed to synthesize it. The reactants are: [CH2:1]([C:3]1[CH:7]=[C:6]([C:8]([OH:10])=O)[N:5]([CH3:11])[N:4]=1)[CH3:2].CN(C)C=O.C(Cl)(=O)C(Cl)=O.[NH2:23][C:24]1[CH:25]=[C:26]([CH:44]=[CH:45][C:46]=1[F:47])[O:27][C:28]1[CH:29]=[CH:30][C:31]2[N:32]([CH:34]=[C:35]([NH:37][C:38]([CH:40]3[CH2:42][CH:41]3[CH3:43])=[O:39])[N:36]=2)[N:33]=1.C(=O)([O-])O.[Na+].